This data is from Reaction yield outcomes from USPTO patents with 853,638 reactions. The task is: Predict the reaction yield, written as a fraction of the theoretical maximum amount of product (1.0 means a 100% yield; for example, 0.34 means a 34% yield). The reactants are [Cl-].[Br:2][C:3]1[C:15]2[C:14]3[CH2:13][CH2:12][NH2+:11][CH2:10][C:9]=3[CH:8]=[N:7][C:6]=2[NH:5][N:4]=1.CCN(C(C)C)C(C)C.[C:25]1([N:31]=[C:32]=[O:33])[CH:30]=[CH:29][CH:28]=[CH:27][CH:26]=1. The catalyst is ClCCl. The product is [Br:2][C:3]1[C:15]2[C:14]3[CH2:13][CH2:12][N:11]([C:32]([NH:31][C:25]4[CH:30]=[CH:29][CH:28]=[CH:27][CH:26]=4)=[O:33])[CH2:10][C:9]=3[CH:8]=[N:7][C:6]=2[NH:5][N:4]=1. The yield is 0.300.